Dataset: Full USPTO retrosynthesis dataset with 1.9M reactions from patents (1976-2016). Task: Predict the reactants needed to synthesize the given product. (1) Given the product [CH2:8]([NH:1][C:2]1[CH:7]=[CH:6][CH:5]=[CH:4][CH:3]=1)[C:9]1[CH:14]=[CH:13][CH:12]=[CH:11][CH:10]=1, predict the reactants needed to synthesize it. The reactants are: [NH2:1][C:2]1[CH:7]=[CH:6][CH:5]=[CH:4][CH:3]=1.[CH2:8](O)[C:9]1[CH:14]=[CH:13][CH:12]=[CH:11][CH:10]=1. (2) The reactants are: [NH2:1][C:2]1[C:7]([C:8]([OH:10])=[O:9])=[CH:6][CH:5]=[CH:4][N:3]=1.S(=O)(=O)(O)O.[C:16](=O)(O)[O-].[Na+]. Given the product [NH2:1][C:2]1[C:7]([C:8]([O:10][CH3:16])=[O:9])=[CH:6][CH:5]=[CH:4][N:3]=1, predict the reactants needed to synthesize it. (3) Given the product [C:1]([O:5][C:6]([N:8]([CH3:33])[C:9]([NH:25][C:26]([O:28][C:29]([CH3:32])([CH3:31])[CH3:30])=[O:27])=[N:10][O:11][CH2:12][CH2:13][NH2:14])=[O:7])([CH3:2])([CH3:4])[CH3:3], predict the reactants needed to synthesize it. The reactants are: [C:1]([O:5][C:6]([N:8]([CH3:33])[C:9]([NH:25][C:26]([O:28][C:29]([CH3:32])([CH3:31])[CH3:30])=[O:27])=[N:10][O:11][CH2:12][CH2:13][NH:14]C(OCC1C=CC=CC=1)=O)=[O:7])([CH3:4])([CH3:3])[CH3:2].